Dataset: Catalyst prediction with 721,799 reactions and 888 catalyst types from USPTO. Task: Predict which catalyst facilitates the given reaction. (1) Reactant: [C:1](#[N:5])[CH2:2][C:3]#[N:4].[Cl:6][C:7]1[C:14]([Cl:15])=[CH:13][CH:12]=[CH:11][C:8]=1[CH:9]=O.[BH4-].[Na+].Cl. Product: [Cl:6][C:7]1[C:14]([Cl:15])=[CH:13][CH:12]=[CH:11][C:8]=1[CH2:9][CH:2]([C:1]#[N:5])[C:3]#[N:4]. The catalyst class is: 40. (2) Reactant: [C-:1]#[N:2].[K+].[C:4]([O:8][C:9]([N:11]1[CH2:16][CH2:15][N:14]([C:17]([O:19][C:20]([CH3:23])([CH3:22])[CH3:21])=[O:18])[CH2:13][CH:12]1[CH2:24][CH2:25]Br)=[O:10])([CH3:7])([CH3:6])[CH3:5]. Product: [C:4]([O:8][C:9]([N:11]1[CH2:16][CH2:15][N:14]([C:17]([O:19][C:20]([CH3:23])([CH3:22])[CH3:21])=[O:18])[CH2:13][CH:12]1[CH2:24][CH2:25][C:1]#[N:2])=[O:10])([CH3:7])([CH3:6])[CH3:5]. The catalyst class is: 8. (3) Reactant: O.[O:2]=[CH:3][C@@H:4]([C@H:6]([C@@H:8]([C@@H:10]([CH2:12][OH:13])[OH:11])[OH:9])[OH:7])[OH:5].[C:14]([OH:26])(=[O:25])[CH2:15][C:16]([CH2:21][C:22]([OH:24])=[O:23])([C:18]([OH:20])=[O:19])[OH:17].[NH3:27].[SiH4].C([O-])(=O)CC(CC([O-])=O)(C([O-])=O)O.[NH4+].[NH4+].[NH4+]. Product: [C:14]([O-:26])(=[O:25])[CH2:15][C:16]([CH2:21][C:22]([O-:24])=[O:23])([C:18]([O-:20])=[O:19])[OH:17].[NH4+:27].[NH4+:27].[NH4+:27].[O:2]=[CH:3][C@@H:4]([C@H:6]([C@@H:8]([C@@H:10]([CH2:12][OH:13])[OH:11])[OH:9])[OH:7])[OH:5]. The catalyst class is: 6.